From a dataset of Peptide-MHC class I binding affinity with 185,985 pairs from IEDB/IMGT. Regression. Given a peptide amino acid sequence and an MHC pseudo amino acid sequence, predict their binding affinity value. This is MHC class I binding data. (1) The MHC is HLA-A03:01 with pseudo-sequence HLA-A03:01. The peptide sequence is EITGPIIMI. The binding affinity (normalized) is 0.0847. (2) The peptide sequence is QLERQNKEL. The MHC is HLA-A68:02 with pseudo-sequence HLA-A68:02. The binding affinity (normalized) is 0.0803.